Dataset: Forward reaction prediction with 1.9M reactions from USPTO patents (1976-2016). Task: Predict the product of the given reaction. (1) Given the reactants COC1C=CC(C[N:8]2[C:16](=[O:17])[C:15]3[N:14]([CH2:18][C:19]4[CH:24]=[CH:23][C:22]([CH3:25])=[CH:21][N:20]=4)[C:13]([CH2:26][C:27]4[CH:32]=[CH:31][CH:30]=[C:29]([O:33][C:34]([F:37])([F:36])[F:35])[CH:28]=4)=[N:12][C:11]=3[N:10]([CH3:38])[C:9]2=[O:39])=CC=1.OS(C(F)(F)F)(=O)=O.C(O)(C(F)(F)F)=O, predict the reaction product. The product is: [CH3:38][N:10]1[C:11]2[N:12]=[C:13]([CH2:26][C:27]3[CH:32]=[CH:31][CH:30]=[C:29]([O:33][C:34]([F:37])([F:36])[F:35])[CH:28]=3)[N:14]([CH2:18][C:19]3[CH:24]=[CH:23][C:22]([CH3:25])=[CH:21][N:20]=3)[C:15]=2[C:16](=[O:17])[NH:8][C:9]1=[O:39]. (2) Given the reactants [Cl:1][C:2]1[C:3]([N+:11]([O-:13])=[O:12])=[C:4]([CH:8]=[CH:9][CH:10]=1)[C:5]([OH:7])=[O:6].[N+:14]([O-])([OH:16])=[O:15], predict the reaction product. The product is: [Cl:1][C:2]1[C:3]([N+:11]([O-:13])=[O:12])=[C:4]([C:8]([N+:14]([O-:16])=[O:15])=[CH:9][CH:10]=1)[C:5]([OH:7])=[O:6].